This data is from Full USPTO retrosynthesis dataset with 1.9M reactions from patents (1976-2016). The task is: Predict the reactants needed to synthesize the given product. (1) Given the product [Cl:1][C:2]1[CH:3]=[C:4]([C:8]2[C:13]3[N:14]([CH2:20][C@H:21]4[CH2:22][CH2:23][C@H:24]([CH3:27])[CH2:25][CH2:26]4)[C:15]([CH:17]([CH3:19])[CH2:18][S:35][CH3:34])=[N:16][C:12]=3[CH:11]=[C:10]([C:28]3[NH:32][C:31](=[O:33])[O:30][N:29]=3)[N:9]=2)[CH:5]=[N:6][CH:7]=1, predict the reactants needed to synthesize it. The reactants are: [Cl:1][C:2]1[CH:3]=[C:4]([C:8]2[C:13]3[N:14]([CH2:20][C@H:21]4[CH2:26][CH2:25][C@H:24]([CH3:27])[CH2:23][CH2:22]4)[C:15]([C:17]([CH3:19])=[CH2:18])=[N:16][C:12]=3[CH:11]=[C:10]([C:28]3[NH:32][C:31](=[O:33])[O:30][N:29]=3)[N:9]=2)[CH:5]=[N:6][CH:7]=1.[CH3:34][S-:35].[Na+]. (2) Given the product [F:35][C:25]1[CH:24]=[CH:23][C:22]([C:2]2[N:6]3[CH:7]=[CH:8][C:9]([C:11]([F:14])([F:13])[F:12])=[N:10][C:5]3=[N:4][CH:3]=2)=[CH:27][C:26]=1[C:28]1[CH:29]=[N:30][CH:31]=[CH:32][C:33]=1[F:34], predict the reactants needed to synthesize it. The reactants are: Br[C:2]1[N:6]2[CH:7]=[CH:8][C:9]([C:11]([F:14])([F:13])[F:12])=[N:10][C:5]2=[N:4][CH:3]=1.CC1(C)COB([C:22]2[CH:23]=[CH:24][C:25]([F:35])=[C:26]([C:28]3[CH:29]=[N:30][CH:31]=[CH:32][C:33]=3[F:34])[CH:27]=2)OC1.FC1C=CC(B2OC(C)(C)C(C)(C)O2)=CC=1C1C(C#N)=CC=CC=1.B1(B2OCC(C)(C)CO2)OCC(C)(C)CO1.